From a dataset of NCI-60 drug combinations with 297,098 pairs across 59 cell lines. Regression. Given two drug SMILES strings and cell line genomic features, predict the synergy score measuring deviation from expected non-interaction effect. Drug 1: C1=NC2=C(N=C(N=C2N1C3C(C(C(O3)CO)O)O)F)N. Drug 2: CCCCCOC(=O)NC1=NC(=O)N(C=C1F)C2C(C(C(O2)C)O)O. Cell line: OVCAR-4. Synergy scores: CSS=2.51, Synergy_ZIP=-2.94, Synergy_Bliss=-4.43, Synergy_Loewe=-8.10, Synergy_HSA=-3.88.